From a dataset of Full USPTO retrosynthesis dataset with 1.9M reactions from patents (1976-2016). Predict the reactants needed to synthesize the given product. Given the product [CH:17]1([C:15](=[O:16])[CH2:14][C:20]([C:21]2[CH:26]=[CH:25][C:24]([C:27]([F:29])([F:28])[F:30])=[C:23]([NH:31][CH3:32])[C:22]=2[S:33]([CH3:36])(=[O:34])=[O:35])=[O:37])[CH2:19][CH2:18]1, predict the reactants needed to synthesize it. The reactants are: FC(F)(F)C(O)=O.C(OC(=O)[CH:14]([C:20](=[O:37])[C:21]1[CH:26]=[CH:25][C:24]([C:27]([F:30])([F:29])[F:28])=[C:23]([NH:31][CH3:32])[C:22]=1[S:33]([CH3:36])(=[O:35])=[O:34])[C:15]([CH:17]1[CH2:19][CH2:18]1)=[O:16])(C)(C)C.